Dataset: Experimentally validated miRNA-target interactions with 360,000+ pairs, plus equal number of negative samples. Task: Binary Classification. Given a miRNA mature sequence and a target amino acid sequence, predict their likelihood of interaction. (1) The miRNA is hsa-miR-6785-5p with sequence UGGGAGGGCGUGGAUGAUGGUG. The protein sequence of the target gene is MAASAGGPGSWSENILEYFLRNSQITAEDGAEITWYHAANHKAQTNEALKSTAHMIEADVLLPSDGSEHSQPIMAHPPETNSDNTLQEWLTEVMKSNKGIKLDFKSLAVVEPSMMLLENVKRHLKRPVWINADILPGPNGNSKVIDAKPFLDTVISFFPDVTFSLGWTTGWHPEKVNEGYSWTMVKEMEYICNELSQPVTFPVRAALVRQSCSQLLWLLKKSNRYSLTIWTGKNDNYSVEDLLYIRDHFDKKQVFYDILEPQNHEFKQAIGIKVNL. Result: 1 (interaction). (2) The miRNA is cel-miR-59-3p with sequence UCGAAUCGUUUAUCAGGAUGAUG. The protein sequence of the target gene is MALLLCFVLLCGVVDFARSLSITTPEEMIEKAKGETAYLPCKFTLSPEDQGPLDIEWLISPADNQKVDQVIILYSGDKIYDDYYPDLKGRVHFTSNDLKSGDASINVTNLQLSDIGTYQCKVKKAPGVANKKIHLVVLVKPSGARCYVDGSEEIGSDFKIKCEPKEGSLPLQYEWQKLSDSQKMPTSWLAEMTSSVISVKNASSEYSGTYSCTVRNRVGSDQCLLRLNVVPPSNKAGLIAGAIIGTLLALALIGLIIFCCRKKRREEKYEKEVHHDIREDVPPPKSRTSTARSYIGSNHS.... Result: 0 (no interaction). (3) The miRNA is mmu-miR-706 with sequence AGAGAAACCCUGUCUCAAAAAA. The protein sequence of the target gene is MGEHSPDDNIIFFKGEEDDLTPHDKMLRFVDDNGLVPSSSGTVYDRTTVLIEQDPGTLEDDEDDGQCGEPLPFLVEGEEGFLIDQEAMSQGYVQHIISPDQIHLTINPGSTPMPRNIEGATLTLQSECPETKRKEVKRYQCTFEGCPRTYSTAGNLRTHQKTHRGEYTFVCNQEGCGKAFLTSYSLRIHVRVHTKEKPFECDVQGCEKAFNTLYRLKAHQRLHTGKTFNCESQGCSKYFTTLSDLRKHIRTHTGEKPFRCDHDGCGKAFAASHHLKTHVRTHTGERPFFCPSNGCEKTFS.... Result: 0 (no interaction). (4) The miRNA is hsa-miR-6778-3p with sequence UGCCUCCCUGACAUUCCACAG. The protein sequence of the target gene is MASKPEKRVASSVFITLAPPRRDVAVAEEVRQAVCEARRGRPWEAPAPMKTPEAGLAGRPSPWTTPGRAAATVPAAPMQLFNGGCPPPPPVLDGEDVLPDLDLLPPPPPPPPVLLPSEEEAPAPMGASLIADLEQLHLSPPPPPPQAPAEGPSVQPGPLRPMEEELPPPPAEPVEKGASTDICAFCHKTVSPRELAVEAMKRQYHAQCFTCRTCRRQLAGQSFYQKDGRPLCEPCYQDTLERCGKCGEVVRDHIIRALGQAFHPSCFTCVTCARCIGDESFALGSQNEVYCLDDFYRKFA.... Result: 1 (interaction). (5) The miRNA is hsa-miR-519d-3p with sequence CAAAGUGCCUCCCUUUAGAGUG. The protein sequence of the target gene is MAQQAADKYLYVDKNFINNPLAQADWAAKKLVWVPSDKSGFEPASLKEEVGEEAIVELVENGKKVKVNKDDIQKMNPPKFSKVEDMAELTCLNEASVLHNLKERYYSGLIYTYSGLFCVVINPYKNLPIYSEEIVEMYKGKKRHEMPPHIYAITDTAYRSMMQDREDQSILCTGESGAGKTENTKKVIQYLAYVASSHKSKKDQGELERQLLQANPILEAFGNAKTVKNDNSSRFGKFIRINFDVNGYIVGANIETYLLEKSRAIRQAKEERTFHIFYYLLSGAGEHLKTDLLLEPYNKY.... Result: 1 (interaction). (6) The miRNA is hsa-miR-379-5p with sequence UGGUAGACUAUGGAACGUAGG. The protein sequence of the target gene is MKMANSLRGEVLKLYKNLLYLGRDYPKGADYFKKRLKNIFLKNKDVKNPEKIKELIAQGEFVMKELEALYFLRKYRAMKQRYYSDTNKTN. Result: 0 (no interaction). (7) The miRNA is hsa-miR-3156-3p with sequence CUCCCACUUCCAGAUCUUUCU. The protein sequence of the target gene is MAVVAGLVRGPLRQASGLLKRRFHRSAPAAVQLTVREAINQGMDEELERDEKVFLLGEEVAQYDGAYKVSRGLWKKYGDKRIIDTPISEMGFAGIAVGAAMAGLRPICEFMTFNFSMQAIDQVINSAAKTYYMSAGLQPVPIVFRGPNGASAGVAAQHSQCFAAWYGHCPGLKVVSPWNSEDAKGLIKSAIRDNNPVVMLENELMYGVAFELPAEAQSKDFLIPIGKAKIERQGTHITVVAHSRPVGHCLEAAAVLSKEGIECEVINLRTIRPMDIEAIEASVMKTNHLVTVEGGWPQFG.... Result: 0 (no interaction). (8) The miRNA is hsa-let-7a-2-3p with sequence CUGUACAGCCUCCUAGCUUUCC. Result: 0 (no interaction). The protein sequence of the target gene is MSDETVSRSQFSLKTYAVRVFALPVSWYYSLSQIKFSPVAKKLFMVTAVSAVSVIFLAHHFKRRRGKQKGKVLPWEPEHLLLEHTRRAASEKGSSCSSSRQNLTLSLSSTKEKGSQCCNYPNGGLLSRYSGSAQSLGSVQSVNSCHSCACGNSNSWDKADDDDIRLVNIPVTTPENLYLMGMELFEEALRRWEQALTFRSRQAEDEACSSVKLGAGDAIAEESVDDIISSEFIHKLEALLQRAYRLQEEFEATLGGSDPNSIANDTDKDTDMSLRETMDELGLPDAMNMDSADLFASATE.... (9) The miRNA is hsa-miR-6833-3p with sequence UUUCUCUCUCCACUUCCUCAG. The protein sequence of the target gene is MEYPAPATVQAADGGAAGPYSSSELLEGQEPDGVRFDRERARRLWEAVSGAQPVGREEVEHMIQKNQCLFTNTQCKVCCALLISESQKLAHYQSKKHANKVKRYLAIHGMETLKGETKKLDSDQKSSRSKDKNQCCPICNMTFSSPVVAQSHYLGKTHAKNLKLKQQSTKVEALHQNREMIDPDKFCSLCHATFNDPVMAQQHYVGKKHRKQETKLKLMARYGRLADPAVTDFPAGKGYPCKTCKIVLNSIEQYQAHVSGFKHKNQSPKTVASSLGQIPMQRQPIQKDSTTLED. Result: 0 (no interaction).